The task is: Predict the product of the given reaction.. This data is from Forward reaction prediction with 1.9M reactions from USPTO patents (1976-2016). (1) Given the reactants [C:1]([O:5][C:6](=[O:17])[NH:7][CH2:8][C@H:9]1[CH2:14][CH2:13][C@H:12]([CH2:15]O)[CH2:11][CH2:10]1)([CH3:4])([CH3:3])[CH3:2].C1(C)C=CC(S(Cl)(=O)=O)=CC=1.[N-:29]=[N+:30]=[N-:31].[Na+], predict the reaction product. The product is: [C:1]([O:5][C:6](=[O:17])[NH:7][CH2:8][C@H:9]1[CH2:14][CH2:13][C@H:12]([CH2:15][N:29]=[N+:30]=[N-:31])[CH2:11][CH2:10]1)([CH3:4])([CH3:3])[CH3:2]. (2) Given the reactants N1C=CC=CC=1C(O)=O.[NH2:10][C:11]1[C:16]([C:17]2[CH:22]=[CH:21][C:20]([OH:23])=[CH:19][CH:18]=2)=[CH:15][CH:14]=[CH:13][N:12]=1.P([O-])([O-])([O-])=O.[K+].[K+].[K+].[F:32][C:33]1[CH:38]=[CH:37][C:36](I)=[C:35]([CH3:40])[CH:34]=1, predict the reaction product. The product is: [F:32][C:33]1[CH:38]=[CH:37][C:36]([O:23][C:20]2[CH:21]=[CH:22][C:17]([C:16]3[C:11]([NH2:10])=[N:12][CH:13]=[CH:14][CH:15]=3)=[CH:18][CH:19]=2)=[C:35]([CH3:40])[CH:34]=1. (3) Given the reactants [O:1]1[CH:5]=[CH:4][C:3]([C:6]2[CH:7]=[C:8]3[CH2:14][C@:13]4([CH:19]5[CH2:20][CH2:21][N:16]([CH2:17][CH2:18]5)[CH2:15]4)[O:12][C:9]3=[N:10][CH:11]=2)=[CH:2]1.[Br:22]Br, predict the reaction product. The product is: [Br:22][C:2]1[O:1][CH:5]=[CH:4][C:3]=1[C:6]1[CH:7]=[C:8]2[CH2:14][C@:13]3([CH:19]4[CH2:20][CH2:21][N:16]([CH2:17][CH2:18]4)[CH2:15]3)[O:12][C:9]2=[N:10][CH:11]=1. (4) Given the reactants C(S[C:9]1[CH:10]=[C:11]2[C:16](=[CH:17][CH:18]=1)[N:15]([C:19]1[CH:24]=[C:23]([Br:25])[CH:22]=[CH:21][C:20]=1[O:26][CH3:27])[C:14](=[O:28])[CH:13]=[CH:12]2)C1C=CC=CC=1.ClN1C(C)(C)C(=O)N(Cl)C1=O.[S:40](Cl)(Cl)(=[O:42])=[O:41].[F:45][C:46]1[C:51]([F:52])=[C:50]([F:53])[C:49]([F:54])=[C:48]([F:55])[C:47]=1[OH:56], predict the reaction product. The product is: [Br:25][C:23]1[CH:22]=[CH:21][C:20]([O:26][CH3:27])=[C:19]([N:15]2[C:16]3[C:11](=[CH:10][C:9]([S:40]([O:56][C:47]4[C:46]([F:45])=[C:51]([F:52])[C:50]([F:53])=[C:49]([F:54])[C:48]=4[F:55])(=[O:42])=[O:41])=[CH:18][CH:17]=3)[CH:12]=[CH:13][C:14]2=[O:28])[CH:24]=1. (5) The product is: [CH2:10]([C:17]1[CH:18]=[CH:19][C:20]([NH:23][C:24]2[C:33]3[C:28](=[CH:29][N:30]=[C:31]([NH:1][CH2:2][CH2:3][N:4]4[CH2:9][CH2:8][O:7][CH2:6][CH2:5]4)[CH:32]=3)[N:27]=[CH:26][C:25]=2[C:35]#[N:36])=[CH:21][CH:22]=1)[C:11]1[CH:16]=[CH:15][CH:14]=[CH:13][CH:12]=1. Given the reactants [NH2:1][CH2:2][CH2:3][N:4]1[CH2:9][CH2:8][O:7][CH2:6][CH2:5]1.[CH2:10]([C:17]1[CH:22]=[CH:21][C:20]([NH:23][C:24]2[C:33]3[C:28](=[CH:29][N:30]=[C:31](F)[CH:32]=3)[N:27]=[CH:26][C:25]=2[C:35]#[N:36])=[CH:19][CH:18]=1)[C:11]1[CH:16]=[CH:15][CH:14]=[CH:13][CH:12]=1, predict the reaction product. (6) Given the reactants [Br:1][C:2]1[CH:19]=[CH:18][C:17]([Br:20])=[CH:16][C:3]=1[C:4](/[C:6](=[CH:12]/N(C)C)/[C:7]([O:9][CH2:10][CH3:11])=[O:8])=[O:5].[NH2:21][C@@H:22]([CH:25]([CH3:27])[CH3:26])[CH2:23][OH:24], predict the reaction product. The product is: [Br:1][C:2]1[CH:19]=[CH:18][C:17]([Br:20])=[CH:16][C:3]=1[C:4]([C:6](=[CH:12][NH:21][C@@H:22]([CH:25]([CH3:27])[CH3:26])[CH2:23][OH:24])[C:7]([O:9][CH2:10][CH3:11])=[O:8])=[O:5]. (7) Given the reactants [CH3:1][C:2]1([CH3:12])[CH:4]([CH:5]=[CH:6][CH2:7][CH3:8])[CH:3]1[C:9](O)=[O:10].S(Cl)([Cl:15])=O, predict the reaction product. The product is: [CH3:1][C:2]1([CH3:12])[CH:4]([CH:5]=[CH:6][CH2:7][CH3:8])[CH:3]1[C:9]([Cl:15])=[O:10]. (8) Given the reactants Cl[C:2]1[CH:28]=[CH:27][C:5]([C:6]([NH:8][C:9]2[CH:14]=[CH:13][C:12]([O:15][CH3:16])=[C:11]([NH:17][C:18](=[O:26])[CH2:19][N:20]3[CH2:25][CH2:24][O:23][CH2:22][CH2:21]3)[CH:10]=2)=[O:7])=[CH:4][N:3]=1.[F:29][C:30]1[CH:35]=[CH:34][CH:33]=[CH:32][C:31]=1B(O)O.C(=O)([O-])[O-].[K+].[K+], predict the reaction product. The product is: [F:29][C:30]1[CH:35]=[CH:34][CH:33]=[CH:32][C:31]=1[C:2]1[CH:28]=[CH:27][C:5]([C:6]([NH:8][C:9]2[CH:14]=[CH:13][C:12]([O:15][CH3:16])=[C:11]([NH:17][C:18](=[O:26])[CH2:19][N:20]3[CH2:25][CH2:24][O:23][CH2:22][CH2:21]3)[CH:10]=2)=[O:7])=[CH:4][N:3]=1.